The task is: Predict the reactants needed to synthesize the given product.. This data is from Full USPTO retrosynthesis dataset with 1.9M reactions from patents (1976-2016). (1) Given the product [Br:1][C:2]1[CH:3]=[CH:4][C:5]([S:15][C:12]([CH3:14])([CH3:13])[CH3:11])=[C:6]([CH:9]=1)[CH:7]=[O:8], predict the reactants needed to synthesize it. The reactants are: [Br:1][C:2]1[CH:3]=[CH:4][C:5](F)=[C:6]([CH:9]=1)[CH:7]=[O:8].[CH3:11][C:12]([SH:15])([CH3:14])[CH3:13].C([O-])([O-])=O.[K+].[K+].O. (2) Given the product [CH2:1]([O:8][C:9]1[CH:18]=[C:17]2[C:12]([C:13](=[O:27])[NH:14][CH:15]=[N:16]2)=[C:11]([O:28][CH2:29][C@H:30]2[CH2:34][CH2:33][CH2:32][N:31]2[C:35]([O:37][C:38]([CH3:41])([CH3:40])[CH3:39])=[O:36])[CH:10]=1)[C:2]1[CH:3]=[CH:4][CH:5]=[CH:6][CH:7]=1, predict the reactants needed to synthesize it. The reactants are: [CH2:1]([O:8][C:9]1[CH:18]=[C:17]2[C:12]([C:13](=[O:27])[N:14](COC(=O)C(C)(C)C)[CH:15]=[N:16]2)=[C:11]([O:28][CH2:29][C@H:30]2[CH2:34][CH2:33][CH2:32][N:31]2[C:35]([O:37][C:38]([CH3:41])([CH3:40])[CH3:39])=[O:36])[CH:10]=1)[C:2]1[CH:7]=[CH:6][CH:5]=[CH:4][CH:3]=1.